Dataset: Forward reaction prediction with 1.9M reactions from USPTO patents (1976-2016). Task: Predict the product of the given reaction. Given the reactants Cl[C:2]([F:7])([F:6])C([O-])=O.[Na+].C(=O)([O-])[O-].[K+].[K+].[Br:15][C:16]1[CH:17]=[C:18]([OH:22])[CH:19]=[N:20][CH:21]=1.C(OCC)(=O)C, predict the reaction product. The product is: [Br:15][C:16]1[CH:21]=[N:20][CH:19]=[C:18]([O:22][CH:2]([F:6])[F:7])[CH:17]=1.